From a dataset of Reaction yield outcomes from USPTO patents with 853,638 reactions. Predict the reaction yield, written as a fraction of the theoretical maximum amount of product (1.0 means a 100% yield; for example, 0.34 means a 34% yield). (1) The reactants are Br[C:2]1[CH:3]=[CH:4][C:5]([O:8][CH3:9])=[N:6][CH:7]=1.C([Li])CCC.CCCCCC.[CH:21]1([CH:24]=[O:25])[CH2:23][CH2:22]1. The catalyst is O1CCCC1. The product is [CH:21]1([CH:24]([C:2]2[CH:7]=[N:6][C:5]([O:8][CH3:9])=[CH:4][CH:3]=2)[OH:25])[CH2:23][CH2:22]1. The yield is 0.800. (2) The reactants are C1(P(C2C=CC=CC=2)C2C=CC=CC=2)C=CC=CC=1.CC(OC(/N=N/C(OC(C)C)=O)=O)C.[CH3:34][N:35]1[C:39]([C:40]2[CH:45]=[C:44]([N+:46]([O-:48])=[O:47])[CH:43]=[CH:42][C:41]=2[OH:49])=[CH:38][CH:37]=[N:36]1.[N:50]1([CH2:56][CH2:57]O)[CH2:55][CH2:54][O:53][CH2:52][CH2:51]1. The catalyst is C1COCC1. The product is [CH3:34][N:35]1[C:39]([C:40]2[CH:45]=[C:44]([N+:46]([O-:48])=[O:47])[CH:43]=[CH:42][C:41]=2[O:49][CH2:57][CH2:56][N:50]2[CH2:55][CH2:54][O:53][CH2:52][CH2:51]2)=[CH:38][CH:37]=[N:36]1. The yield is 0.890. (3) The reactants are C1(O[C:8](=[O:42])[O:9][CH2:10][N:11]2[C:20]3[C:15](=[CH:16][CH:17]=[C:18]([O:21][CH2:22][CH2:23][CH2:24][CH2:25][N:26]4[CH2:31][CH2:30][N:29]([C:32]5[C:40]6[CH:39]=[CH:38][S:37][C:36]=6[CH:35]=[CH:34][CH:33]=5)[CH2:28][CH2:27]4)[CH:19]=3)[CH2:14][CH2:13][C:12]2=[O:41])C=CC=CC=1.[NH:43]1[CH2:48][CH2:47][CH2:46][CH2:45][CH2:44]1.N12CCCN=C1CCCCC2.O. The catalyst is C1COCC1. The product is [S:37]1[CH:38]=[CH:39][C:40]2[C:32]([N:29]3[CH2:28][CH2:27][N:26]([CH2:25][CH2:24][CH2:23][CH2:22][O:21][C:18]4[CH:19]=[C:20]5[C:15]([CH2:14][CH2:13][C:12](=[O:41])[N:11]5[CH2:10][O:9][C:8]([N:43]5[CH2:48][CH2:47][CH2:46][CH2:45][CH2:44]5)=[O:42])=[CH:16][CH:17]=4)[CH2:31][CH2:30]3)=[CH:33][CH:34]=[CH:35][C:36]1=2. The yield is 0.740. (4) The reactants are C([O:9][CH:10]1[CH2:13][N:12]([C:14]2[O:15][CH:16]=[C:17]([C:19]([O:21][CH3:22])=[O:20])[N:18]=2)[CH2:11]1)(=O)C1C=CC=CC=1.C[O-].[Na+].Cl. The catalyst is CO.C(Cl)Cl.O1CCOCC1. The product is [OH:9][CH:10]1[CH2:13][N:12]([C:14]2[O:15][CH:16]=[C:17]([C:19]([O:21][CH3:22])=[O:20])[N:18]=2)[CH2:11]1. The yield is 0.770.